The task is: Predict the product of the given reaction.. This data is from Forward reaction prediction with 1.9M reactions from USPTO patents (1976-2016). (1) Given the reactants [Br:1][C:2]1[C:7]2[NH:8][C:9](Cl)=[N:10][C:6]=2[CH:5]=[C:4]([C:12]([F:15])([F:14])[F:13])[CH:3]=1.[Cl:16][C:17]1[CH:18]=[C:19]([CH2:30][OH:31])[CH:20]=[N:21][C:22]=1[N:23]1[CH2:28][CH2:27][NH:26][C@H:25]([CH3:29])[CH2:24]1, predict the reaction product. The product is: [Br:1][C:2]1[C:7]2[NH:8][C:9]([N:26]3[CH2:27][CH2:28][N:23]([C:22]4[N:21]=[CH:20][C:19]([CH2:30][OH:31])=[CH:18][C:17]=4[Cl:16])[CH2:24][C@H:25]3[CH3:29])=[N:10][C:6]=2[CH:5]=[C:4]([C:12]([F:15])([F:14])[F:13])[CH:3]=1. (2) Given the reactants Cl[C:2]1[N:7]=[C:6]([Cl:8])[C:5]([C:9]([F:12])([F:11])[F:10])=[CH:4][N:3]=1.[NH2:13][C:14]1[CH:31]=[CH:30][C:17]([CH2:18][N:19]([CH2:27][CH2:28][OH:29])[C:20](=[O:26])[O:21][C:22]([CH3:25])([CH3:24])[CH3:23])=[CH:16][CH:15]=1.CCN(CC)CC, predict the reaction product. The product is: [Cl:8][C:6]1[C:5]([C:9]([F:12])([F:11])[F:10])=[CH:4][N:3]=[C:2]([NH:13][C:14]2[CH:15]=[CH:16][C:17]([CH2:18][N:19]([CH2:27][CH2:28][OH:29])[C:20](=[O:26])[O:21][C:22]([CH3:24])([CH3:25])[CH3:23])=[CH:30][CH:31]=2)[N:7]=1. (3) Given the reactants [F:1][C:2]1[CH:3]=[C:4]([Mg]Br)[CH:5]=[CH:6][CH:7]=1.[O:10]1[CH2:14][CH2:13][O:12][CH:11]1[CH2:15][CH2:16][CH2:17][CH2:18][CH2:19][O:20][C:21]1[CH:22]=[C:23]([CH:26]=[CH:27][CH:28]=1)[CH:24]=[O:25].O1CCOC1CCCCCCCCOC1C=C(C=CC=1)C=O, predict the reaction product. The product is: [O:10]1[CH2:14][CH2:13][O:12][CH:11]1[CH2:15][CH2:16][CH2:17][CH2:18][CH2:19][O:20][C:21]1[CH:22]=[C:23]([CH:24]([C:4]2[CH:5]=[CH:6][CH:7]=[C:2]([F:1])[CH:3]=2)[OH:25])[CH:26]=[CH:27][CH:28]=1. (4) Given the reactants [Br:1][CH2:2][C:3]([O:5][CH2:6][CH3:7])=[O:4].[CH3:8][N:9]([CH3:18])[CH:10]=[N:11][C:12]1[S:13][CH:14]=[C:15]([CH3:17])[N:16]=1, predict the reaction product. The product is: [Br-:1].[CH3:18][N:9]([CH:10]=[N:11][C:12]1[S:13][CH:14]=[C:15]([CH3:17])[N+:16]=1[CH2:2][C:3]([O:5][CH2:6][CH3:7])=[O:4])[CH3:8]. (5) Given the reactants C([O:3][C:4]([C:6]1[NH:16][C:9]2=[N:10][CH:11]=[CH:12][C:13]([O:14][CH3:15])=[C:8]2[CH:7]=1)=O)C.[H-].[H-].[H-].[H-].[Li+].[Al+3].O, predict the reaction product. The product is: [CH3:15][O:14][C:13]1[CH:12]=[CH:11][N:10]=[C:9]2[NH:16][C:6]([CH2:4][OH:3])=[CH:7][C:8]=12. (6) Given the reactants Cl.Cl.[Cl:3][C:4]1[C:12]2[NH:11][N:10]=[CH:9][C:8]=2[C:7]2[CH2:13][N:14]([CH2:23][C:24]3[CH:29]=[CH:28][N:27]=[CH:26][CH:25]=3)[C:15](=[O:22])[C@H:16]([CH2:18][C:19]([OH:21])=O)[CH2:17][C:6]=2[CH:5]=1.[NH:30]1[CH2:35][CH2:34][CH:33]([C:36]2[C:37](=[O:46])[NH:38][C:39]3[C:44]([CH:45]=2)=[CH:43][CH:42]=[CH:41][CH:40]=3)[CH2:32][CH2:31]1.ClC1C2NN=CC=2C2CN(CC(C)(C)C)C(=O)[C@H](CC(=O)N3CCC(N4CC5C(=CC=CC=5)NC4=O)CC3)CC=2C=1, predict the reaction product. The product is: [Cl:3][C:4]1[C:12]2[NH:11][N:10]=[CH:9][C:8]=2[C:7]2[CH2:13][N:14]([CH2:23][C:24]3[CH:25]=[CH:26][N:27]=[CH:28][CH:29]=3)[C:15](=[O:22])[C@H:16]([CH2:18][C:19](=[O:21])[N:30]3[CH2:31][CH2:32][CH:33]([C:36]4[C:37](=[O:46])[NH:38][C:39]5[C:44]([CH:45]=4)=[CH:43][CH:42]=[CH:41][CH:40]=5)[CH2:34][CH2:35]3)[CH2:17][C:6]=2[CH:5]=1. (7) Given the reactants [Cl:1][C:2]1[CH:7]=[C:6]2[NH:8][C:9](=[O:31])[C:10]3([CH:14]([CH2:15][C:16]([CH3:19])([CH3:18])[CH3:17])[CH2:13][N:12]([C:20](Cl)=[O:21])[CH:11]3[C:23]3[CH:28]=[CH:27][CH:26]=[C:25]([Cl:29])[C:24]=3[F:30])[C:5]2=[CH:4][CH:3]=1.[CH3:32][S:33]([CH2:36][CH2:37][CH2:38][N:39]1[CH2:44][CH2:43][NH:42][CH2:41][CH2:40]1)(=[O:35])=[O:34], predict the reaction product. The product is: [Cl:1][C:2]1[CH:7]=[C:6]2[NH:8][C:9](=[O:31])[C:10]3([CH:14]([CH2:15][C:16]([CH3:17])([CH3:18])[CH3:19])[CH2:13][N:12]([C:20]([N:42]4[CH2:41][CH2:40][N:39]([CH2:38][CH2:37][CH2:36][S:33]([CH3:32])(=[O:34])=[O:35])[CH2:44][CH2:43]4)=[O:21])[CH:11]3[C:23]3[CH:28]=[CH:27][CH:26]=[C:25]([Cl:29])[C:24]=3[F:30])[C:5]2=[CH:4][CH:3]=1. (8) Given the reactants C[O:2][P:3]([CH2:7][N:8]([S:10]([C:13]1[S:14][CH:15]=[CH:16][CH:17]=1)(=[O:12])=[O:11])[CH3:9])(=[O:6])[O:4]C.Br[Si](C)(C)C, predict the reaction product. The product is: [S:14]1[CH:15]=[CH:16][CH:17]=[C:13]1[S:10]([N:8]([CH2:7][P:3](=[O:2])([OH:4])[OH:6])[CH3:9])(=[O:11])=[O:12]. (9) Given the reactants [CH3:1][C:2]1[O:3][C:4]2[C:9]([C:10](=[O:12])[CH:11]=1)=[CH:8][CH:7]=[CH:6][C:5]=2[CH:13]=O.[C:15]([CH:17]=[C:18]([O-])[CH3:19])#[N:16].[Na+].[NH2:22][C:23]([CH3:33])=[CH:24][C:25](=[O:32])[CH2:26][CH:27]1[CH2:31][CH2:30][CH2:29][CH2:28]1.C(O)(=O)C, predict the reaction product. The product is: [CH:27]1([CH2:26][C:25]([C:24]2[CH:13]([C:5]3[CH:6]=[CH:7][CH:8]=[C:9]4[C:4]=3[O:3][C:2]([CH3:1])=[CH:11][C:10]4=[O:12])[C:17]([C:15]#[N:16])=[C:18]([CH3:19])[NH:22][C:23]=2[CH3:33])=[O:32])[CH2:31][CH2:30][CH2:29][CH2:28]1.